From a dataset of Forward reaction prediction with 1.9M reactions from USPTO patents (1976-2016). Predict the product of the given reaction. (1) Given the reactants [N+:1]([C:4]1[CH:9]=[CH:8][CH:7]=[CH:6][C:5]=1[N:10]1[CH2:15][CH2:14][CH2:13][C@H:12]([NH:16][C:17](=[O:23])[O:18][C:19]([CH3:22])([CH3:21])[CH3:20])[CH2:11]1)([O-])=O, predict the reaction product. The product is: [NH2:1][C:4]1[CH:9]=[CH:8][CH:7]=[CH:6][C:5]=1[N:10]1[CH2:15][CH2:14][CH2:13][C@H:12]([NH:16][C:17](=[O:23])[O:18][C:19]([CH3:21])([CH3:20])[CH3:22])[CH2:11]1. (2) Given the reactants B(F)(F)F.CCOCC.[CH:10]1([CH2:13][C@@H:14]2[O:22][CH2:21][C:17]3=[N:18][O:19][CH2:20][C@@H:16]3[CH2:15]2)[CH2:12][CH2:11]1.[F:23][C:24]1[CH:29]=[C:28]([F:30])[CH:27]=[CH:26][C:25]=1I.C([Li])CCC, predict the reaction product. The product is: [CH:10]1([CH2:13][C@@H:14]2[O:22][CH2:21][C@:17]3([C:27]4[CH:26]=[CH:25][C:24]([F:23])=[CH:29][C:28]=4[F:30])[NH:18][O:19][CH2:20][C@@H:16]3[CH2:15]2)[CH2:11][CH2:12]1. (3) Given the reactants [Cl:1][C:2]1[N:3]=[C:4](Cl)[C:5]2[CH2:10][N:9]([CH:11]([CH3:13])[CH3:12])[C:8](=[O:14])[C:6]=2[N:7]=1.[Cl:16][C:17]1[CH:22]=[CH:21][C:20]([CH2:23][C:24]([CH3:27])([NH2:26])[CH3:25])=[CH:19][CH:18]=1.C(N(C(C)C)CC)(C)C, predict the reaction product. The product is: [Cl:1][C:2]1[N:3]=[C:4]([NH:26][C:24]([CH3:27])([CH3:25])[CH2:23][C:20]2[CH:21]=[CH:22][C:17]([Cl:16])=[CH:18][CH:19]=2)[C:5]2[CH2:10][N:9]([CH:11]([CH3:13])[CH3:12])[C:8](=[O:14])[C:6]=2[N:7]=1. (4) Given the reactants [F:1][C:2]1[CH:3]=[C:4]([NH:9][C:10]([C:12]2[CH:13]=[C:14]([S:19](Cl)(=[O:21])=[O:20])[CH:15]=[CH:16][C:17]=2[F:18])=[O:11])[CH:5]=[CH:6][C:7]=1[F:8].CCN(CC)CC.[C:30]([NH2:35])([CH2:33][CH3:34])([CH3:32])[CH3:31], predict the reaction product. The product is: [F:1][C:2]1[CH:3]=[C:4]([NH:9][C:10](=[O:11])[C:12]2[CH:13]=[C:14]([S:19](=[O:21])(=[O:20])[NH:35][C:30]([CH2:33][CH3:34])([CH3:32])[CH3:31])[CH:15]=[CH:16][C:17]=2[F:18])[CH:5]=[CH:6][C:7]=1[F:8].